From a dataset of Drug-target binding data from BindingDB using Kd measurements. Regression. Given a target protein amino acid sequence and a drug SMILES string, predict the binding affinity score between them. We predict pKd (pKd = -log10(Kd in M); higher means stronger binding). Dataset: bindingdb_kd. (1) The compound is CO[C@]12CC[C@@]3(C[C@@H]1C(C)(C)O)[C@H]1Cc4ccc(O)c5c4[C@@]3(CCN1CC1CC1)[C@H]2O5. The target protein sequence is MDSPIQIFRGEPGPTCAPSACLPPNSSAWFPGWAEPDSNGSAGSEDAQLEPAHISPAIPVIITAVYSVVFVVGLVGNSLVMFVIIRYTKMKTATNIYIFNLALADALVTTTMPFQSTVYLMNSWPFGDVLCKIVISIDYYNMFTSIFTLTMMSVDRYIAVCHPVKALDFRTPLKAKIINICIWLLSSSVGISAIVLGGTKVREDVDVIECSLQFPDDDYSWWDLFMKICVFIFAFVIPVLIIIVCYTLMILRLKSVRLLSGSREKDRNLRRITRLVLVVVAVFVVCWTPIHIFILVEALGSTSHSTAALSSYYFCAALGYTNSSLNPILYAFLDENFKRCFRDFCFPLKMRMERQSTSRVRNTVQDPAYLRDIDGMNKPV. The pKd is 8.6. (2) The pKd is 5.5. The target protein sequence is MAAAAAAGPEMVRGQVFDVGPRYTNLSYIGEGAYGMVCSAYDNLNKVRVAIKKISPFEHQTYCQRTLREIKILLRFRHENIIGINDIIRAPTIEQMKDVYIVQDLMETDLYKLLKTQHLSNDHICYFLYQILRGLKYIHSANVLHRDLKPSNLLLNATCDLKICDFGLARVADPDHDHTGFLTEYVATRWYRAPEIMLNSKGYTKSIDIWSVGCILAEMLSNRPIFPGKHYLDQLNHILGILGSPSQEDLNCIINLKARNYLLSLPHKNKVPWNRLFPNADSKALDLLDKMLTFNPHKRIEVEQALAHPYLEQYYDPSDEPIAEAPFKFDMELDDLPKEKLKELIFEETARFQPGYRS. The drug is COc1ccc(/C=C2\SC(=S)N(CCN)C2=O)cc1OC.